Dataset: Forward reaction prediction with 1.9M reactions from USPTO patents (1976-2016). Task: Predict the product of the given reaction. (1) The product is: [C:4]([C:8]1[CH:9]=[C:10]([C:19]2[O:20][CH:21]=[C:22]([CH2:24][CH2:25][C:1]#[N:2])[N:23]=2)[CH:11]=[C:12]([C:15]([CH3:18])([CH3:17])[CH3:16])[C:13]=1[OH:14])([CH3:7])([CH3:6])[CH3:5]. Given the reactants [C-:1]#[N:2].[Na+].[C:4]([C:8]1[CH:9]=[C:10]([C:19]2[O:20][CH:21]=[C:22]([CH2:24][CH2:25]I)[N:23]=2)[CH:11]=[C:12]([C:15]([CH3:18])([CH3:17])[CH3:16])[C:13]=1[OH:14])([CH3:7])([CH3:6])[CH3:5].C(OCC)(=O)C.C(=O)([O-])[O-].[K+].[K+], predict the reaction product. (2) Given the reactants [Br:1][C:2]1[CH:3]=[C:4]([CH:8]=[CH:9][CH2:10][CH2:11][C:12]([OH:14])=[O:13])[CH:5]=[CH:6][CH:7]=1.Br.[H][H], predict the reaction product. The product is: [Br:1][C:2]1[CH:3]=[C:4]([CH2:8][CH2:9][CH2:10][CH2:11][C:12]([OH:14])=[O:13])[CH:5]=[CH:6][CH:7]=1. (3) Given the reactants Br[C:2]1[C:7]([CH3:8])=[CH:6][C:5]([Br:9])=[CH:4][N:3]=1.[CH3:10][O:11][C:12]1[CH:13]=[C:14](B(O)O)[CH:15]=[CH:16][CH:17]=1, predict the reaction product. The product is: [Br:9][C:5]1[CH:6]=[C:7]([CH3:8])[C:2]([C:16]2[CH:15]=[CH:14][CH:13]=[C:12]([O:11][CH3:10])[CH:17]=2)=[N:3][CH:4]=1. (4) Given the reactants [C:1]([O:5][C:6](=[O:25])[C@@H:7]([NH2:24])[CH2:8][NH:9][C:10](=[O:23])[C:11]1[CH:16]=[CH:15][C:14]([CH2:17][CH2:18][C:19]([O:21][CH3:22])=[O:20])=[CH:13][CH:12]=1)([CH3:4])([CH3:3])[CH3:2].C(N(CC)CC)C.[CH3:33][O:34][C:35]([C:37]1[CH:42]=[CH:41][CH:40]=[CH:39][C:38]=1[S:43](Cl)(=[O:45])=[O:44])=[O:36], predict the reaction product. The product is: [CH3:33][O:34][C:35](=[O:36])[C:37]1[CH:42]=[CH:41][CH:40]=[CH:39][C:38]=1[S:43](=[O:44])(=[O:45])[NH:24][C@H:7]([C:6]([O:5][C:1]([CH3:4])([CH3:2])[CH3:3])=[O:25])[CH2:8][NH:9][C:10](=[O:23])[C:11]1[CH:12]=[CH:13][C:14]([CH2:17][CH2:18][C:19]([O:21][CH3:22])=[O:20])=[CH:15][CH:16]=1. (5) Given the reactants [NH2:1][C:2]1[N:7]=[CH:6][N:5]=[C:4]2[N:8]([C@@H:27]3[CH2:32][CH2:31][CH2:30][N:29](C(OC(C)(C)C)=O)[CH2:28]3)[N:9]=[C:10]([C:11]3[CH:16]=[CH:15][C:14]([O:17][C:18]4[CH:23]=[CH:22][CH:21]=[C:20]([F:24])[C:19]=4[F:25])=[CH:13][C:12]=3[F:26])[C:3]=12, predict the reaction product. The product is: [F:25][C:19]1[C:20]([F:24])=[CH:21][CH:22]=[CH:23][C:18]=1[O:17][C:14]1[CH:15]=[CH:16][C:11]([C:10]2[C:3]3[C:4](=[N:5][CH:6]=[N:7][C:2]=3[NH2:1])[N:8]([C@@H:27]3[CH2:32][CH2:31][CH2:30][NH:29][CH2:28]3)[N:9]=2)=[C:12]([F:26])[CH:13]=1. (6) Given the reactants [NH:1]1[C:9]2[CH:8]=[CH:7][CH:6]=[C:5]3[CH2:10][CH2:11][N:12]([C:14]([O:16][C:17]([CH3:20])([CH3:19])[CH3:18])=[O:15])[CH2:13][CH:3]([C:4]=23)[CH2:2]1, predict the reaction product. The product is: [NH:1]1[C:9]2[CH:8]=[CH:7][CH:6]=[C:5]3[CH2:10][CH2:11][N:12]([C:14]([O:16][C:17]([CH3:20])([CH3:19])[CH3:18])=[O:15])[CH2:13][C@H:3]([C:4]=23)[CH2:2]1. (7) Given the reactants [CH3:1][C:2]1[CH:7]=[C:6]([S:8][CH3:9])[CH:5]=[CH:4][C:3]=1B(O)O.Br[C:14]1[N:15]=[CH:16][C:17]([NH2:20])=[N:18][CH:19]=1.COCCOC.C([O-])([O-])=O.[Na+].[Na+], predict the reaction product. The product is: [CH3:1][C:2]1[CH:7]=[C:6]([S:8][CH3:9])[CH:5]=[CH:4][C:3]=1[C:14]1[N:15]=[CH:16][C:17]([NH2:20])=[N:18][CH:19]=1. (8) Given the reactants [NH2:1][CH:2]([CH2:13][NH2:14])[C:3]([NH:5][CH:6]1[CH2:11][CH2:10][CH:9]([CH3:12])[CH2:8][CH2:7]1)=[O:4].C[CH:16]1[CH2:20][CH:19]([CH3:21])[C:18](=O)[C:17]1=[O:23].[CH3:24]C1C=CC(S([O-])(=O)=O)=CC=1.C1C=C[NH+]=CC=1, predict the reaction product. The product is: [OH:23][C:17]1([CH3:24])[C:16]2=[N:1][C:2]([C:3]([NH:5][C@H:6]3[CH2:11][CH2:10][C@H:9]([CH3:12])[CH2:8][CH2:7]3)=[O:4])=[CH:13][N:14]=[C:20]2[CH:19]([CH3:21])[CH2:18]1. (9) Given the reactants [F:1][P-:2]([F:7])([F:6])([F:5])([F:4])[F:3].F[C:9]1[CH:14]=[CH:13][C:12]([C:15]2[CH:16]=[CH:17][CH:18]=[C:19]3[C:28]=2[S:27][C:26]2[CH:25]=[CH:24][CH:23]=[CH:22][C:21]=2[SH+:20]3)=[CH:11][CH:10]=1.[CH2:29]([OH:32])[CH2:30][OH:31].[OH-].[K+].O, predict the reaction product. The product is: [F:1][P-:2]([F:7])([F:6])([F:5])([F:4])[F:3].[OH:31][CH2:30][CH2:29][O:32][C:9]1[CH:14]=[CH:13][C:12]([C:15]2[CH:16]=[CH:17][CH:18]=[C:19]3[C:28]=2[S:27][C:26]2[CH:25]=[CH:24][CH:23]=[CH:22][C:21]=2[SH+:20]3)=[CH:11][CH:10]=1.